From a dataset of Reaction yield outcomes from USPTO patents with 853,638 reactions. Predict the reaction yield, written as a fraction of the theoretical maximum amount of product (1.0 means a 100% yield; for example, 0.34 means a 34% yield). (1) The reactants are [Cl:1][C:2]1[C:7]([C:8]([F:11])([F:10])[F:9])=[CH:6][N:5]=[C:4]2[NH:12][CH:13]=[C:14]([NH:15][C:16](=[O:23])[C:17]3[CH:22]=[CH:21][CH:20]=[N:19][CH:18]=3)[C:3]=12.[NH:24]1[CH2:29][CH2:28][CH2:27][C@@H:26]([NH:30]C(=O)OC(C)(C)C)[CH2:25]1.C(O)(C(F)(F)F)=O. The catalyst is CCCCO.C(Cl)Cl. The product is [ClH:1].[NH2:30][C@@H:26]1[CH2:27][CH2:28][CH2:29][N:24]([C:2]2[C:7]([C:8]([F:11])([F:10])[F:9])=[CH:6][N:5]=[C:4]3[NH:12][CH:13]=[C:14]([NH:15][C:16](=[O:23])[C:17]4[CH:22]=[CH:21][CH:20]=[N:19][CH:18]=4)[C:3]=23)[CH2:25]1. The yield is 0.390. (2) The reactants are [CH3:1][C:2]1[C:6]([CH3:7])=[C:5]([NH:8][C:9](=[O:16])OCC(Cl)(Cl)Cl)[O:4][N:3]=1.[F:17][C:18]1[C:23]([F:24])=[CH:22][CH:21]=[CH:20][C:19]=1[C:25]1[N:26]=[C:27]([N:30]2[CH2:35][CH2:34][NH:33][CH2:32][CH2:31]2)[S:28][CH:29]=1.C(N(C(C)C)CC)(C)C.O. The catalyst is CS(C)=O. The product is [F:17][C:18]1[C:23]([F:24])=[CH:22][CH:21]=[CH:20][C:19]=1[C:25]1[N:26]=[C:27]([N:30]2[CH2:35][CH2:34][N:33]([C:9]([NH:8][C:5]3[O:4][N:3]=[C:2]([CH3:1])[C:6]=3[CH3:7])=[O:16])[CH2:32][CH2:31]2)[S:28][CH:29]=1. The yield is 0.391. (3) The reactants are [CH3:1][O:2][C:3]1[CH:4]=[C:5]2[C:10](=[CH:11][C:12]=1[O:13][CH3:14])[N:9]=[CH:8][CH:7]=[C:6]2[O:15][C:16]1[CH:22]=[CH:21][C:19]([NH2:20])=[C:18]([CH3:23])[C:17]=1[CH3:24].C(N(CC)CC)C.ClC(Cl)(O[C:36](=[O:42])OC(Cl)(Cl)Cl)Cl.[CH2:44]([N:46]([C:50]1[CH:55]=[CH:54][CH:53]=[C:52]([CH3:56])[CH:51]=1)[CH2:47][CH2:48][NH2:49])[CH3:45]. The catalyst is C(Cl)(Cl)Cl.O. The product is [CH3:1][O:2][C:3]1[CH:4]=[C:5]2[C:10](=[CH:11][C:12]=1[O:13][CH3:14])[N:9]=[CH:8][CH:7]=[C:6]2[O:15][C:16]1[CH:22]=[CH:21][C:19]([NH:20][C:36]([NH:49][CH2:48][CH2:47][N:46]([CH2:44][CH3:45])[C:50]2[CH:55]=[CH:54][CH:53]=[C:52]([CH3:56])[CH:51]=2)=[O:42])=[C:18]([CH3:23])[C:17]=1[CH3:24]. The yield is 0.680. (4) The reactants are C(OC([N:8]1[CH2:13][CH2:12][N:11]([C:14]2[CH:19]=[CH:18][C:17]([O:20][CH3:21])=[C:16]([O:22][CH:23]3[CH2:27][CH2:26][CH2:25][CH2:24]3)[CH:15]=2)[CH2:10][C@@H:9]1[CH2:28][C:29]1[CH:34]=[CH:33][CH:32]=[CH:31][C:30]=1[CH3:35])=O)(C)(C)C.Cl. The catalyst is O1CCOCC1. The product is [CH:23]1([O:22][C:16]2[CH:15]=[C:14]([N:11]3[CH2:12][CH2:13][NH:8][C@@H:9]([CH2:28][C:29]4[CH:34]=[CH:33][CH:32]=[CH:31][C:30]=4[CH3:35])[CH2:10]3)[CH:19]=[CH:18][C:17]=2[O:20][CH3:21])[CH2:24][CH2:25][CH2:26][CH2:27]1. The yield is 0.750. (5) The reactants are [Cl:1][C:2]1[CH:3]=[CH:4][C:5]2[N:6]([C:8]([C:11]([C:14]3[C:15]([F:25])=[C:16]4[C:20](=[CH:21][C:22]=3[F:23])[N:19]([CH3:24])[N:18]=[CH:17]4)(O)[CH3:12])=[CH:9][N:10]=2)[N:7]=1.II.[PH2](=O)O. The catalyst is C(O)(=O)C. The product is [Cl:1][C:2]1[CH:3]=[CH:4][C:5]2[N:6]([C:8]([CH:11]([C:14]3[C:15]([F:25])=[C:16]4[C:20](=[CH:21][C:22]=3[F:23])[N:19]([CH3:24])[N:18]=[CH:17]4)[CH3:12])=[CH:9][N:10]=2)[N:7]=1. The yield is 0.632. (6) The reactants are [F:1][C:2]1([F:32])[CH2:7][CH2:6][N:5]([C:8]([C:10]2[NH:11][C:12]3[C:17]([CH:18]=2)=[CH:16][C:15]([C:19]([N:21]2[CH2:25][CH2:24][CH2:23][C@H:22]2CN2CCCC2)=[O:20])=[CH:14][CH:13]=3)=[O:9])[CH2:4][CH2:3]1.[H-].[Na+].CS(O[CH2:40][C:41]([F:44])([F:43])[F:42])(=O)=O.[CH3:45][N:46](C)[CH:47]=O. No catalyst specified. The product is [F:1][C:2]1([F:32])[CH2:3][CH2:4][N:5]([C:8]([C:10]2[N:11]([CH2:40][C:41]([F:44])([F:43])[F:42])[C:12]3[C:17]([CH:18]=2)=[CH:16][C:15]([C:19]([N:21]2[CH2:25][CH2:24][C@H:23]([N:46]([CH3:47])[CH3:45])[CH2:22]2)=[O:20])=[CH:14][CH:13]=3)=[O:9])[CH2:6][CH2:7]1. The yield is 0.850.